Dataset: Catalyst prediction with 721,799 reactions and 888 catalyst types from USPTO. Task: Predict which catalyst facilitates the given reaction. Reactant: Cl.[Cl:2][C:3]1[CH:8]=[CH:7][C:6]([C:9]([CH:11]2[CH2:16][CH2:15][NH:14][CH2:13][CH2:12]2)=[O:10])=[CH:5][CH:4]=1.C(N(CC)CC)C.Cl[C:25]([O:27][CH2:28][C:29]1[CH:34]=[CH:33][CH:32]=[CH:31][CH:30]=1)=[O:26]. Product: [CH2:28]([O:27][C:25]([N:14]1[CH2:15][CH2:16][CH:11]([C:9](=[O:10])[C:6]2[CH:7]=[CH:8][C:3]([Cl:2])=[CH:4][CH:5]=2)[CH2:12][CH2:13]1)=[O:26])[C:29]1[CH:34]=[CH:33][CH:32]=[CH:31][CH:30]=1. The catalyst class is: 2.